From a dataset of Full USPTO retrosynthesis dataset with 1.9M reactions from patents (1976-2016). Predict the reactants needed to synthesize the given product. Given the product [NH2:1][C:2]1[CH:10]=[CH:9][C:5]([C:6](=[O:7])[NH2:30])=[CH:4][C:3]=1[NH:11][C:12](=[O:21])[C:13]1[CH:18]=[CH:17][C:16]([O:19][CH3:20])=[CH:15][CH:14]=1, predict the reactants needed to synthesize it. The reactants are: [NH2:1][C:2]1[CH:10]=[CH:9][C:5]([C:6](O)=[O:7])=[CH:4][C:3]=1[NH:11][C:12](=[O:21])[C:13]1[CH:18]=[CH:17][C:16]([O:19][CH3:20])=[CH:15][CH:14]=1.[NH4+].[Cl-].C(Cl)CCl.CC[N:30](CC)CC.